This data is from Forward reaction prediction with 1.9M reactions from USPTO patents (1976-2016). The task is: Predict the product of the given reaction. (1) Given the reactants [C:1]([O:4][CH2:5][C:6]1[CH:7]=[N:8][C:9](Cl)=[CH:10][CH:11]=1)(=[O:3])[CH3:2].C([O-])([O-])=O.[K+].[K+].O.B1(C=C)OB([CH:26]=[CH2:27])OB(C=C)O1.C1C=CN=CC=1, predict the reaction product. The product is: [C:1]([O:4][CH2:5][C:6]1[CH:7]=[N:8][C:9]([CH:26]=[CH2:27])=[CH:10][CH:11]=1)(=[O:3])[CH3:2]. (2) Given the reactants [OH:1][C@H:2]([CH2:13][NH:14][C:15]1[CH:20]=[CH:19][C:18]([N:21]2[CH2:26][CH2:25][O:24][CH2:23][C:22]2=[O:27])=[CH:17][CH:16]=1)[CH2:3][NH:4][C:5]([C:7]1[S:8][C:9]([Cl:12])=[CH:10][CH:11]=1)=[O:6].[C:28](N1C=CN=C1)(N1C=CN=C1)=[O:29], predict the reaction product. The product is: [Cl:12][C:9]1[S:8][C:7]([C:5]([NH:4][CH2:3][C@@H:2]2[O:1][C:28](=[O:29])[N:14]([C:15]3[CH:16]=[CH:17][C:18]([N:21]4[CH2:26][CH2:25][O:24][CH2:23][C:22]4=[O:27])=[CH:19][CH:20]=3)[CH2:13]2)=[O:6])=[CH:11][CH:10]=1. (3) Given the reactants [N:1]1[C:5]2[CH:6]=[CH:7][C:8]([C:10]([NH:12][NH2:13])=[O:11])=[CH:9][C:4]=2[NH:3][CH:2]=1.[CH3:14][S:15][C:16]1[CH:21]=[CH:20][C:19]([CH2:22][CH2:23][C:24](O)=O)=[CH:18][CH:17]=1, predict the reaction product. The product is: [CH3:14][S:15][C:16]1[CH:21]=[CH:20][C:19]([CH2:22][CH2:23][C:24]2[O:11][C:10]([C:8]3[CH:7]=[CH:6][C:5]4[NH:1][CH:2]=[N:3][C:4]=4[CH:9]=3)=[N:12][N:13]=2)=[CH:18][CH:17]=1. (4) Given the reactants [CH3:1][C:2]1[C:3]([NH:31][CH2:32][C@H:33]([OH:42])[C@@H:34]([OH:41])[C@H:35]([OH:40])[C@H:36]([OH:39])[CH2:37][OH:38])=[CH:4][C:5]2[N:14]([CH2:15][CH2:16][CH2:17][CH2:18][CH2:19][CH2:20][C:21]([O:23]C(C)(C)C)=[O:22])[C:13]3[C:8]([C:9](=[O:29])[NH:10][C:11](=[O:28])[N:12]=3)=[N:7][C:6]=2[CH:30]=1, predict the reaction product. The product is: [CH3:1][C:2]1[C:3]([NH:31][CH2:32][C@H:33]([OH:42])[C@@H:34]([OH:41])[C@H:35]([OH:40])[C@H:36]([OH:39])[CH2:37][OH:38])=[CH:4][C:5]2[N:14]([CH2:15][CH2:16][CH2:17][CH2:18][CH2:19][CH2:20][C:21]([OH:23])=[O:22])[C:13]3[C:8]([C:9](=[O:29])[NH:10][C:11](=[O:28])[N:12]=3)=[N:7][C:6]=2[CH:30]=1.